Dataset: Reaction yield outcomes from USPTO patents with 853,638 reactions. Task: Predict the reaction yield, written as a fraction of the theoretical maximum amount of product (1.0 means a 100% yield; for example, 0.34 means a 34% yield). (1) The reactants are [Cl:1][C:2]1[CH:3]=[C:4]([CH:7]=[CH:8][C:9]=1[Cl:10])[CH2:5]Cl.[N-:11]=[N+:12]=[N-:13].[Na+].O. The catalyst is CS(C)=O. The product is [Cl:1][C:2]1[CH:3]=[C:4]([CH2:5][N:11]=[N+:12]=[N-:13])[CH:7]=[CH:8][C:9]=1[Cl:10]. The yield is 1.00. (2) The reactants are [CH2:1]([C:4]1([N:14]2[CH:18]=[CH:17][CH:16]=[N:15]2)[CH2:13][C:8]2([CH2:12][CH2:11][CH2:10][CH2:9]2)[O:7][CH2:6][CH2:5]1)[CH:2]=C.[O:19]=[O+][O-].C1C=CC(P(C2C=CC=CC=2)C2C=CC=CC=2)=CC=1. The catalyst is C(Cl)Cl. The product is [N:14]1([C:4]2([CH2:1][CH:2]=[O:19])[CH2:13][C:8]3([CH2:12][CH2:11][CH2:10][CH2:9]3)[O:7][CH2:6][CH2:5]2)[CH:18]=[CH:17][CH:16]=[N:15]1. The yield is 0.230. (3) The reactants are O.O=[C:3]1[NH:8][N:7]=[C:6]([C:9]([OH:11])=O)[CH:5]=[CH:4]1.C(Cl)(Cl)Cl.S(Cl)([Cl:18])=O.[CH:20]1([CH2:24][CH2:25][NH2:26])[CH2:23][CH2:22][CH2:21]1. The catalyst is ClCCl.C(N(CC)CC)C.CN(C)C=O. The product is [CH:20]1([CH2:24][CH2:25][NH:26][C:9]([C:6]2[N:7]=[N:8][C:3]([Cl:18])=[CH:4][CH:5]=2)=[O:11])[CH2:23][CH2:22][CH2:21]1. The yield is 0.590.